From a dataset of Forward reaction prediction with 1.9M reactions from USPTO patents (1976-2016). Predict the product of the given reaction. Given the reactants [CH2:1]([O:3][C:4]([N:6]1[CH2:11][CH2:10][CH:9]([C:12]2[C:20]3[C:15](=[CH:16][CH:17]=[CH:18][CH:19]=3)[NH:14][CH:13]=2)[CH2:8][CH2:7]1)=[O:5])[CH3:2].Br[CH2:22][C:23]1[CH:27]=[CH:26][S:25][CH:24]=1, predict the reaction product. The product is: [CH2:1]([O:3][C:4]([N:6]1[CH2:11][CH2:10][CH:9]([C:12]2[C:20]3[C:15](=[CH:16][CH:17]=[CH:18][CH:19]=3)[N:14]([CH2:22][C:23]3[CH:27]=[CH:26][S:25][CH:24]=3)[CH:13]=2)[CH2:8][CH2:7]1)=[O:5])[CH3:2].